From a dataset of Catalyst prediction with 721,799 reactions and 888 catalyst types from USPTO. Predict which catalyst facilitates the given reaction. (1) Reactant: [F:1][C:2]1[CH:3]=[C:4]([CH:8]=[CH:9][C:10]=1[N+:11]([O-:13])=[O:12])[C:5](Cl)=[O:6].[CH2:14]([N:16](CC)[CH2:17]C)C.CNC.O. Product: [F:1][C:2]1[CH:3]=[C:4]([CH:8]=[CH:9][C:10]=1[N+:11]([O-:13])=[O:12])[C:5]([N:16]([CH3:17])[CH3:14])=[O:6]. The catalyst class is: 2. (2) Reactant: [C:1]([C:5]1[NH:6][C:7]2[C:12]([CH:13]=1)=[CH:11][C:10]([NH2:14])=[CH:9][CH:8]=2)([CH3:4])([CH3:3])[CH3:2].[CH3:15][O:16][C:17]1[CH:22]=[CH:21][C:20]([C:23]2([C:26](O)=[O:27])[CH2:25][CH2:24]2)=[CH:19][CH:18]=1.C(N(CC)CC)C. Product: [C:1]([C:5]1[NH:6][C:7]2[C:12]([CH:13]=1)=[CH:11][C:10]([NH:14][C:26]([C:23]1([C:20]3[CH:19]=[CH:18][C:17]([O:16][CH3:15])=[CH:22][CH:21]=3)[CH2:25][CH2:24]1)=[O:27])=[CH:9][CH:8]=2)([CH3:4])([CH3:2])[CH3:3]. The catalyst class is: 9. (3) Reactant: [CH3:1][N:2]1[CH2:7][CH2:6][N:5]([C:8]2[C:13]([CH2:14][CH:15]3[CH2:20][CH2:19][CH2:18][NH:17][C:16]3=[O:21])=[N:12][CH:11]=[CH:10][N:9]=2)[CH2:4][CH2:3]1.Br[C:23]1[CH:28]=[CH:27][C:26]([C:29]2([CH3:35])[CH2:34][CH2:33][O:32][CH2:31][CH2:30]2)=[CH:25][CH:24]=1.C(N)CN.C(=O)([O-])[O-].[K+].[K+]. Product: [CH3:1][N:2]1[CH2:7][CH2:6][N:5]([C:8]2[C:13]([CH2:14][CH:15]3[CH2:20][CH2:19][CH2:18][N:17]([C:23]4[CH:24]=[CH:25][C:26]([C:29]5([CH3:35])[CH2:30][CH2:31][O:32][CH2:33][CH2:34]5)=[CH:27][CH:28]=4)[C:16]3=[O:21])=[N:12][CH:11]=[CH:10][N:9]=2)[CH2:4][CH2:3]1. The catalyst class is: 11.